This data is from Retrosynthesis with 50K atom-mapped reactions and 10 reaction types from USPTO. The task is: Predict the reactants needed to synthesize the given product. (1) Given the product CCCCCOCC1CO1, predict the reactants needed to synthesize it. The reactants are: CCCCCO.ClCC1CO1. (2) Given the product CON(C)C(=O)c1cc(S(N)(=O)=O)sc1Cl, predict the reactants needed to synthesize it. The reactants are: CNOC.NS(=O)(=O)c1cc(C(=O)O)c(Cl)s1. (3) Given the product O=C(O)c1cccc(S(=O)(=O)N2CCOCC2)c1, predict the reactants needed to synthesize it. The reactants are: C1COCCN1.O=C(O)c1cccc(S(=O)(=O)Cl)c1. (4) Given the product CCC(O)C1CN(Cc2ccccc2)CC1c1ccc(Cl)c(Cl)c1, predict the reactants needed to synthesize it. The reactants are: CCC(=O)C1CN(Cc2ccccc2)CC1c1ccc(Cl)c(Cl)c1. (5) Given the product COC(=O)c1ccc2c(C3CCCCC3)c(-c3ccc4ncc(-c5ccccc5)cc4c3)n(CC(=O)N3CCOCC3)c2c1, predict the reactants needed to synthesize it. The reactants are: COC(=O)c1ccc2c(C3CCCCC3)c(Br)n(CC(=O)N3CCOCC3)c2c1.OB(O)c1ccc2ncc(-c3ccccc3)cc2c1. (6) Given the product CN(C[C@H]1Cc2ccccc2O1)C(=O)c1nc2c(s1)CCOc1cc(-c3cn[nH]c3)ccc1-2, predict the reactants needed to synthesize it. The reactants are: CNC[C@H]1Cc2ccccc2O1.O=C(O)c1nc2c(s1)CCOc1cc(-c3cn[nH]c3)ccc1-2.